The task is: Predict the reaction yield, written as a fraction of the theoretical maximum amount of product (1.0 means a 100% yield; for example, 0.34 means a 34% yield).. This data is from Reaction yield outcomes from USPTO patents with 853,638 reactions. (1) The product is [CH3:3][N:4]([C:22]1[CH:27]=[CH:26][C:25]([O:28][C:29]([F:32])([F:31])[F:30])=[CH:24][CH:23]=1)[C:5](=[O:21])[O:6][CH2:7][C@:8]1([CH3:19])[O:20][C:11]2=[N:12][C:13]([N+:15]([O-:17])=[O:16])=[CH:14][N:10]2[CH2:9]1. The reactants are [H-].[Na+].[CH3:3][N:4]([C:22]1[CH:27]=[CH:26][C:25]([O:28][C:29]([F:32])([F:31])[F:30])=[CH:24][CH:23]=1)[C:5](=[O:21])[O:6][CH2:7][C@@:8]([OH:20])([CH3:19])[CH2:9][N:10]1[CH:14]=[C:13]([N+:15]([O-:17])=[O:16])[N:12]=[C:11]1Cl.O.C(OCC)(=O)C. The catalyst is CN(C=O)C. The yield is 0.710. (2) The reactants are O=[CH:2][CH2:3][C:4]1[CH:13]=[CH:12][CH:11]=[C:10]2[C:5]=1[CH:6]=[CH:7][C:8]1[N:9]2[N:14]=[N:15][C:16]=1[C:17]([O:19][CH2:20][CH3:21])=[O:18].[CH3:22][C:23]1[CH:32]=[CH:31][C:30]2[C:25](=[CH:26][CH:27]=[CH:28][C:29]=2[N:33]2[CH2:38][CH2:37][NH:36][CH2:35][CH2:34]2)[N:24]=1.C(O[BH-](OC(=O)C)OC(=O)C)(=O)C.[Na+].[Cl:53]CCCl. No catalyst specified. The product is [ClH:53].[ClH:53].[CH3:22][C:23]1[CH:32]=[CH:31][C:30]2[C:25](=[CH:26][CH:27]=[CH:28][C:29]=2[N:33]2[CH2:38][CH2:37][N:36]([CH2:2][CH2:3][C:4]3[CH:13]=[CH:12][CH:11]=[C:10]4[C:5]=3[CH:6]=[CH:7][C:8]3[N:9]4[N:14]=[N:15][C:16]=3[C:17]([O:19][CH2:20][CH3:21])=[O:18])[CH2:35][CH2:34]2)[N:24]=1. The yield is 0.930. (3) The reactants are [C:1]([O:5][C:6]([N:8]1[CH2:13][CH2:12][C:11]([C:14]2[CH:19]=[CH:18][C:17]([Br:20])=[CH:16][C:15]=2[N+:21]([O-])=O)=[CH:10][CH2:9]1)=[O:7])([CH3:4])([CH3:3])[CH3:2].[Cl-].[NH4+]. The catalyst is O1CCOCC1.O.O.[Zn]. The product is [C:1]([O:5][C:6]([N:8]1[CH2:13][CH2:12][C:11]([C:14]2[CH:19]=[CH:18][C:17]([Br:20])=[CH:16][C:15]=2[NH2:21])=[CH:10][CH2:9]1)=[O:7])([CH3:4])([CH3:2])[CH3:3]. The yield is 0.990. (4) The reactants are [C:1]([CH2:3][CH2:4][NH:5][C:6](=[O:12])[O:7][C:8]([CH3:11])([CH3:10])[CH3:9])#[N:2].[NH2:13][OH:14]. The catalyst is CCO. The product is [NH2:2]/[C:1](=[N:13]/[OH:14])/[CH2:3][CH2:4][NH:5][C:6](=[O:12])[O:7][C:8]([CH3:9])([CH3:11])[CH3:10]. The yield is 0.990. (5) The reactants are C[O:2][C:3](=[O:29])[C:4]1[CH:9]=[C:8]([CH2:10][NH:11][S:12]([C:15]2[CH:20]=[CH:19][C:18]([C:21]3[CH:26]=[CH:25][C:24]([F:27])=[CH:23][CH:22]=3)=[CH:17][CH:16]=2)(=[O:14])=[O:13])[CH:7]=[C:6]([F:28])[CH:5]=1.[OH-].[Li+]. The catalyst is C1COCC1.O. The product is [F:28][C:6]1[CH:5]=[C:4]([CH:9]=[C:8]([CH2:10][NH:11][S:12]([C:15]2[CH:20]=[CH:19][C:18]([C:21]3[CH:26]=[CH:25][C:24]([F:27])=[CH:23][CH:22]=3)=[CH:17][CH:16]=2)(=[O:14])=[O:13])[CH:7]=1)[C:3]([OH:29])=[O:2]. The yield is 0.290. (6) The reactants are CO[C:3](=[O:23])[C:4]1[CH:9]=[C:8]([C:10]2[N:11]([CH:15]([CH3:17])[CH3:16])[N:12]=[CH:13][CH:14]=2)[C:7]([C:18]([F:21])([F:20])[CH3:19])=[CH:6][C:5]=1[NH2:22].CC[N:26]([CH2:29]C)CC.[CH3:31][S:32]([NH:35]N)(=[O:34])=[O:33].[OH-:37].[Na+]. The catalyst is C(Cl)Cl. The product is [F:20][C:18]([C:7]1[CH:6]=[C:5]2[C:4]([C:3](=[O:23])[N:26]([NH:35][S:32]([CH3:31])(=[O:34])=[O:33])[C:29](=[O:37])[NH:22]2)=[CH:9][C:8]=1[C:10]1[N:11]([CH:15]([CH3:16])[CH3:17])[N:12]=[CH:13][CH:14]=1)([F:21])[CH3:19]. The yield is 0.390.